Dataset: Forward reaction prediction with 1.9M reactions from USPTO patents (1976-2016). Task: Predict the product of the given reaction. (1) Given the reactants [F:1][C:2]([F:7])([F:6])[C:3]([OH:5])=[O:4].CC([CH:12]1[CH2:17][CH:16]([C:18]([NH:20][C:21]2[CH:22]=[C:23]3[C:27](=[CH:28][CH:29]=2)[NH:26][C:25]([C:30]([NH:32][CH2:33][C:34]2[CH:39]=[CH:38][C:37]([Cl:40])=[C:36]([O:41][C:42]4[CH:47]=[C:46]([C:48]#[N:49])[CH:45]=[C:44]([Cl:50])[CH:43]=4)[C:35]=2[F:51])=[O:31])=[CH:24]3)=[O:19])[CH2:15][CH2:14][N:13]1C([O-])=O)(C)C, predict the reaction product. The product is: [F:1][C:2]([F:7])([F:6])[C:3]([OH:5])=[O:4].[Cl:40][C:37]1[CH:38]=[CH:39][C:34]([CH2:33][NH:32][C:30]([C:25]2[NH:26][C:27]3[C:23]([CH:24]=2)=[CH:22][C:21]([NH:20][C:18]([CH:16]2[CH2:15][CH2:14][NH:13][CH2:12][CH2:17]2)=[O:19])=[CH:29][CH:28]=3)=[O:31])=[C:35]([F:51])[C:36]=1[O:41][C:42]1[CH:47]=[C:46]([C:48]#[N:49])[CH:45]=[C:44]([Cl:50])[CH:43]=1. (2) Given the reactants Br[C:2]1[CH:3]=[C:4]([CH3:7])[O:5][CH:6]=1.[NH2:8][C:9]1[CH:10]=[C:11](B(O)O)[CH:12]=[CH:13][CH:14]=1.C(=O)([O-])[O-].[Na+].[Na+].S([O-])([O-])(=O)=O.[Mg+2], predict the reaction product. The product is: [CH3:7][C:4]1[O:5][CH:6]=[C:2]([C:13]2[CH:14]=[C:9]([CH:10]=[CH:11][CH:12]=2)[NH2:8])[CH:3]=1. (3) Given the reactants [F:1][C:2]1[C:10]([Br:11])=[CH:9][CH:8]=[CH:7][C:3]=1[C:4](O)=[O:5].Cl.C([N:15]=C=NCCCN(C)C)C.ON1C2C=CC=CC=2N=N1.[NH4+], predict the reaction product. The product is: [Br:11][C:10]1[C:2]([F:1])=[C:3]([CH:7]=[CH:8][CH:9]=1)[C:4]([NH2:15])=[O:5]. (4) Given the reactants [Cl:1][C:2]1[CH:12]=[C:11]([Cl:13])[CH:10]=[CH:9][C:3]=1[O:4][CH2:5][C:6]([OH:8])=O.C[O:15]C(=O)C1C=C(N)C=NC=1.[CH3:25][CH2:26][N:27]([CH:31]([CH3:33])C)[CH:28]([CH3:30])C.C(Cl)CCl.[CH:38]1[CH:39]=[CH:40][C:41]2N(O)N=[N:44][C:42]=2[CH:43]=1.[CH3:48][N:49]([CH:51]=[O:52])C, predict the reaction product. The product is: [Cl:1][C:2]1[CH:12]=[C:11]([Cl:13])[CH:10]=[CH:9][C:3]=1[O:4][CH2:5][C:6]([NH:44][C:42]1[CH:41]=[C:40]([CH:39]=[CH:38][CH:43]=1)[C:51]([NH:49][CH2:48][CH2:33][CH2:31][N:27]1[CH2:26][CH2:25][O:15][CH2:30][CH2:28]1)=[O:52])=[O:8]. (5) Given the reactants C([O:3][C:4](=O)[N:5]=[C:6](OCC)[CH2:7][CH2:8][CH3:9])C.[N:14]1[CH:19]=[CH:18][CH:17]=[CH:16][C:15]=1[NH:20][NH2:21].C(N(CC)CC)C, predict the reaction product. The product is: [CH2:7]([C:6]1[NH:5][C:4](=[O:3])[N:20]([C:15]2[CH:16]=[CH:17][CH:18]=[CH:19][N:14]=2)[N:21]=1)[CH2:8][CH3:9].